Predict the reaction yield, written as a fraction of the theoretical maximum amount of product (1.0 means a 100% yield; for example, 0.34 means a 34% yield). From a dataset of Reaction yield outcomes from USPTO patents with 853,638 reactions. (1) The reactants are C(O)(=O)C.CC1(C)[O:11][CH2:10][C:9]([CH2:22][Si:23]([C:36]([CH3:39])([CH3:38])[CH3:37])([C:30]2[CH:35]=[CH:34][CH:33]=[CH:32][CH:31]=2)[C:24]2[CH:29]=[CH:28][CH:27]=[CH:26][CH:25]=2)([CH2:12][N:13]2[CH:20]=[C:19]([F:21])[C:17]([NH2:18])=[N:16][C:14]2=[O:15])[CH2:8][O:7]1.CCCCCC. The catalyst is C(OCC)C. The product is [Si:23]([CH2:22][C:9]([CH2:10][OH:11])([CH2:8][OH:7])[CH2:12][N:13]1[CH:20]=[C:19]([F:21])[C:17]([NH2:18])=[N:16][C:14]1=[O:15])([C:36]([CH3:37])([CH3:38])[CH3:39])([C:24]1[CH:29]=[CH:28][CH:27]=[CH:26][CH:25]=1)[C:30]1[CH:35]=[CH:34][CH:33]=[CH:32][CH:31]=1. The yield is 0.520. (2) The reactants are [H-].[Na+].[CH3:3][O:4][C:5]1[CH:10]=[C:9]([C:11]2[N:12]([CH3:18])[C:13]([NH:16][CH3:17])=[N:14][N:15]=2)[CH:8]=[CH:7][N:6]=1.CS(O[CH2:24][C:25]1[N:29]=[C:28]([C:30]2[CH:35]=[CH:34][CH:33]=[C:32]([C:36]#[N:37])[CH:31]=2)[O:27][N:26]=1)(=O)=O. The catalyst is CN(C=O)C. The product is [CH3:3][O:4][C:5]1[CH:10]=[C:9]([C:11]2[N:12]([CH3:18])[C:13]([N:16]([CH2:24][C:25]3[N:29]=[C:28]([C:30]4[CH:31]=[C:32]([CH:33]=[CH:34][CH:35]=4)[C:36]#[N:37])[O:27][N:26]=3)[CH3:17])=[N:14][N:15]=2)[CH:8]=[CH:7][N:6]=1. The yield is 0.423. (3) The product is [CH3:1][C:2]1[CH:3]=[C:4]2[C:8](=[CH:9][CH:10]=1)[NH:7][CH2:6][CH2:5]2. The yield is 0.990. The catalyst is C(O)(=O)C. The reactants are [CH3:1][C:2]1[CH:3]=[C:4]2[C:8](=[CH:9][CH:10]=1)[NH:7][CH:6]=[CH:5]2.COC1C=C2C(=CC=1)NCC2.C([BH3-])#N.[Na+]. (4) The reactants are [CH2:1]([C:8]1[CH:9]=[C:10]([C:23]2[N:28]=[C:27]([CH3:29])[N:26]=[C:25]([N:30](CC3C=CC(OC)=CC=3)CC3C=CC(OC)=CC=3)[N:24]=2)[C:11]([NH:14][C:15]2[CH:16]=[N:17][C:18]([O:21][CH3:22])=[CH:19][CH:20]=2)=[N:12][CH:13]=1)[C:2]1[CH:7]=[CH:6][CH:5]=[CH:4][CH:3]=1.C(O)(C(F)(F)F)=O. The catalyst is FC(F)(F)S(O)(=O)=O. The product is [CH2:1]([C:8]1[CH:9]=[C:10]([C:23]2[N:28]=[C:27]([CH3:29])[N:26]=[C:25]([NH2:30])[N:24]=2)[C:11]([NH:14][C:15]2[CH:16]=[N:17][C:18]([O:21][CH3:22])=[CH:19][CH:20]=2)=[N:12][CH:13]=1)[C:2]1[CH:3]=[CH:4][CH:5]=[CH:6][CH:7]=1. The yield is 0.218. (5) The reactants are [Br:1][C:2]1[C:10]2[O:9][CH:8]=[C:7]([CH3:11])[C:6]=2[C:5]([F:12])=[C:4]([F:13])[CH:3]=1.C1C(=O)N([Br:21])C(=O)C1. The catalyst is C(Cl)(Cl)(Cl)Cl. The product is [Br:1][C:2]1[C:10]2[O:9][CH:8]=[C:7]([CH2:11][Br:21])[C:6]=2[C:5]([F:12])=[C:4]([F:13])[CH:3]=1. The yield is 0.430. (6) The reactants are [CH3:1][N:2]1[CH2:7][CH2:6][N:5]([C:8]2[CH:13]=[CH:12][C:11]([NH2:14])=[CH:10][CH:9]=2)[CH2:4][CH2:3]1.[Cl:15][C:16]1[CH:17]=[C:18]([N:23]=[C:24]=[O:25])[CH:19]=[CH:20][C:21]=1[Cl:22]. The catalyst is CN(C=O)C.C(OCC)(=O)C.O. The product is [Cl:15][C:16]1[CH:17]=[C:18]([NH:23][C:24]([NH:14][C:11]2[CH:12]=[CH:13][C:8]([N:5]3[CH2:4][CH2:3][N:2]([CH3:1])[CH2:7][CH2:6]3)=[CH:9][CH:10]=2)=[O:25])[CH:19]=[CH:20][C:21]=1[Cl:22]. The yield is 0.820. (7) The reactants are [F:1][C:2]([F:17])([F:16])[C:3]1[CH:4]=[C:5]([CH:9]=[C:10]([C:12]([F:15])([F:14])[F:13])[CH:11]=1)[C:6](Cl)=[O:7].[CH3:18][O:19][C:20]1[N:25]=[CH:24][C:23]([NH:26][CH3:27])=[C:22]([C:28]2[CH:33]=[CH:32][CH:31]=[CH:30][C:29]=2[CH3:34])[CH:21]=1.CCN(C(C)C)C(C)C. The catalyst is C(Cl)Cl. The product is [CH3:18][O:19][C:20]1[N:25]=[CH:24][C:23]([N:26]([CH3:27])[C:6](=[O:7])[C:5]2[CH:4]=[C:3]([C:2]([F:17])([F:16])[F:1])[CH:11]=[C:10]([C:12]([F:15])([F:14])[F:13])[CH:9]=2)=[C:22]([C:28]2[CH:33]=[CH:32][CH:31]=[CH:30][C:29]=2[CH3:34])[CH:21]=1. The yield is 0.760.